This data is from Full USPTO retrosynthesis dataset with 1.9M reactions from patents (1976-2016). The task is: Predict the reactants needed to synthesize the given product. (1) Given the product [CH:10]1([C:2]2[CH:9]=[CH:8][CH:7]=[CH:6][C:3]=2[CH:4]=[O:5])[CH2:12][CH2:11]1, predict the reactants needed to synthesize it. The reactants are: Br[C:2]1[CH:9]=[CH:8][CH:7]=[CH:6][C:3]=1[CH:4]=[O:5].[CH:10]1(B(O)O)[CH2:12][CH2:11]1.C1(P(C2CCCCC2)C2CCCCC2)CCCCC1.C1(C)C=CC=CC=1.O. (2) Given the product [BrH:24].[OH:3][C:4]1[C:5]2[C:9]([CH:10]=[CH:11][CH:12]=1)=[N:8][N:7]1[C:13]([CH:18]3[CH2:23][CH2:22][NH:21][CH2:20][CH2:19]3)=[CH:14][C:15](=[O:17])[NH:16][C:6]=21, predict the reactants needed to synthesize it. The reactants are: Cl.C[O:3][C:4]1[C:5]2[C:9]([CH:10]=[CH:11][CH:12]=1)=[N:8][N:7]1[C:13]([CH:18]3[CH2:23][CH2:22][NH:21][CH2:20][CH2:19]3)=[CH:14][C:15](=[O:17])[NH:16][C:6]=21.[BrH:24]. (3) Given the product [OH:1][C@:2]1([CH2:9][NH:10][C:11]([C:13]2[C:14]3[CH:15]=[CH:16][C:17]([CH:24]4[CH2:25][CH2:26][CH2:27][CH2:28]4)=[N:18][C:19]=3[CH:20]=[CH:21][C:22]=2[Cl:23])=[O:12])[CH2:7][CH2:6][CH2:5][C@@H:4]([CH3:8])[CH2:3]1, predict the reactants needed to synthesize it. The reactants are: [OH:1][C@:2]1([CH2:9][NH:10][C:11]([C:13]2[C:14]3[CH:15]=[CH:16][C:17]([C:24]4[CH2:28][CH2:27][CH2:26][CH:25]=4)=[N:18][C:19]=3[CH:20]=[CH:21][C:22]=2[Cl:23])=[O:12])[CH2:7][CH2:6][CH2:5][C@@H:4]([CH3:8])[CH2:3]1.C([SiH](CC)CC)C. (4) The reactants are: [CH3:1][O:2][C:3]1[C:8]2[N:9]=[C:10]([NH:12][C:13](=[O:22])[C:14]3[CH:19]=[CH:18][C:17]([CH2:20][NH2:21])=[CH:16][CH:15]=3)[S:11][C:7]=2[C:6]([N:23]2[CH2:28][CH2:27][O:26][CH2:25][CH2:24]2)=[CH:5][CH:4]=1.[CH:29]1([C:33](Cl)=[O:34])[CH2:32][CH2:31][CH2:30]1. Given the product [CH:29]1([C:33]([NH:21][CH2:20][C:17]2[CH:18]=[CH:19][C:14]([C:13]([NH:12][C:10]3[S:11][C:7]4[C:6]([N:23]5[CH2:28][CH2:27][O:26][CH2:25][CH2:24]5)=[CH:5][CH:4]=[C:3]([O:2][CH3:1])[C:8]=4[N:9]=3)=[O:22])=[CH:15][CH:16]=2)=[O:34])[CH2:32][CH2:31][CH2:30]1, predict the reactants needed to synthesize it. (5) Given the product [C:29]([O:33][C:34]([N:36]1[CH2:41][CH2:40][CH:39]([CH2:42][CH2:43][NH:44][C:45](=[O:48])[CH2:46][NH:47][C:19](=[O:20])[C:18]2[CH:17]=[CH:16][C:15]([S:12](=[O:13])(=[O:14])[NH:11][C:6]3[CH:7]=[CH:8][CH:9]=[CH:10][C:5]=3[O:4][C:3]3[CH:24]=[CH:25][C:26]([Cl:28])=[CH:27][C:2]=3[Cl:1])=[CH:23][CH:22]=2)[CH2:38][CH2:37]1)=[O:35])([CH3:31])([CH3:30])[CH3:32], predict the reactants needed to synthesize it. The reactants are: [Cl:1][C:2]1[CH:27]=[C:26]([Cl:28])[CH:25]=[CH:24][C:3]=1[O:4][C:5]1[CH:10]=[CH:9][CH:8]=[CH:7][C:6]=1[NH:11][S:12]([C:15]1[CH:23]=[CH:22][C:18]([C:19](O)=[O:20])=[CH:17][CH:16]=1)(=[O:14])=[O:13].[C:29]([O:33][C:34]([N:36]1[CH2:41][CH2:40][CH:39]([CH2:42][CH2:43][NH:44][C:45](=[O:48])[CH2:46][NH2:47])[CH2:38][CH2:37]1)=[O:35])([CH3:32])([CH3:31])[CH3:30]. (6) Given the product [F:20][C:15]1[CH:16]=[CH:17][CH:18]=[CH:19][C:14]=1[C:13]([N:8]1[CH2:9][CH2:10][C:11]2[N:1]=[C:2]([NH2:4])[S:3][C:6]=2[CH2:7]1)=[O:21], predict the reactants needed to synthesize it. The reactants are: [NH2:1][C:2]([NH2:4])=[S:3].Br[CH:6]1[C:11](=O)[CH2:10][CH2:9][N:8]([C:13](=[O:21])[C:14]2[CH:19]=[CH:18][CH:17]=[CH:16][C:15]=2[F:20])[CH2:7]1.C([O-])(O)=O.[Na+].